This data is from Acute oral toxicity (LD50) regression data from Zhu et al.. The task is: Regression/Classification. Given a drug SMILES string, predict its toxicity properties. Task type varies by dataset: regression for continuous values (e.g., LD50, hERG inhibition percentage) or binary classification for toxic/non-toxic outcomes (e.g., AMES mutagenicity, cardiotoxicity, hepatotoxicity). Dataset: ld50_zhu. (1) The compound is CCCCOCCOCCSC#N. The rat oral LD50 is 3.35, given as -log10 of the dose in mol/kg body weight (higher means more acutely toxic). (2) The drug is Nc1ncnc(Nc2cccc(Cl)c2)n1. The rat oral LD50 is 2.74, given as -log10 of the dose in mol/kg body weight (higher means more acutely toxic). (3) The compound is CCCSP(=O)(OCC)SCn1c(=O)oc2cc(Cl)cnc21. The rat oral LD50 is 2.58, given as -log10 of the dose in mol/kg body weight (higher means more acutely toxic). (4) The compound is CCCCCCCCOC(=O)CC(C(=O)OCCCCCCCC)S(=O)(=O)O. The rat oral LD50 is 2.35, given as -log10 of the dose in mol/kg body weight (higher means more acutely toxic). (5) The drug is CCCCC(O)c1ccccc1. The rat oral LD50 is 1.48, given as -log10 of the dose in mol/kg body weight (higher means more acutely toxic).